This data is from Catalyst prediction with 721,799 reactions and 888 catalyst types from USPTO. The task is: Predict which catalyst facilitates the given reaction. (1) Reactant: [H-].[Na+].[CH2:3]([C:10]#[N:11])[C:4]1[CH:9]=[CH:8][CH:7]=[CH:6][CH:5]=1.[C:12](=O)([O:16]CC)[O:13][CH2:14][CH3:15]. Product: [C:10]([CH:3]([C:4]1[CH:9]=[CH:8][CH:7]=[CH:6][CH:5]=1)[C:12]([O:13][CH2:14][CH3:15])=[O:16])#[N:11]. The catalyst class is: 1. (2) Reactant: [OH:1][CH:2]1[CH2:7][CH2:6][CH2:5][N:4]([C:8]2[CH:15]=[CH:14][CH:13]=[CH:12][C:9]=2[C:10]#[N:11])[CH2:3]1. Product: [NH2:11][CH2:10][C:9]1[CH:12]=[CH:13][CH:14]=[CH:15][C:8]=1[N:4]1[CH2:5][CH2:6][CH2:7][CH:2]([OH:1])[CH2:3]1. The catalyst class is: 94. (3) Reactant: [N:1]1[CH:6]=[C:5]([CH2:7][C:8]2[C:9](=[O:15])[NH:10][C:11](=[S:14])[NH:12][CH:13]=2)[CH:4]=[N:3][CH:2]=1.CCN(C(C)C)C(C)C.[Cl:25][C:26]1[CH:42]=[CH:41][C:29]([O:30][C:31]2[CH:38]=[CH:37][C:36]([CH2:39]Cl)=[CH:35][C:32]=2[C:33]#[N:34])=[CH:28][C:27]=1[C:43]([F:46])([F:45])[F:44]. Product: [Cl:25][C:26]1[CH:42]=[CH:41][C:29]([O:30][C:31]2[CH:38]=[CH:37][C:36]([CH2:39][S:14][C:11]3[NH:12][CH:13]=[C:8]([CH2:7][C:5]4[CH:6]=[N:1][CH:2]=[N:3][CH:4]=4)[C:9](=[O:15])[N:10]=3)=[CH:35][C:32]=2[C:33]#[N:34])=[CH:28][C:27]=1[C:43]([F:44])([F:45])[F:46]. The catalyst class is: 2. (4) Reactant: [Cl:1][C:2]1[CH:27]=[CH:26][C:25]([Cl:28])=[CH:24][C:3]=1[O:4][C:5]1[C:10]([C:11]([N:13]2[C:22]3[C:17](=[CH:18][CH:19]=[CH:20][CH:21]=3)[NH:16][CH2:15][CH2:14]2)=[O:12])=[CH:9][C:8]([F:23])=[CH:7][N:6]=1.C[O:30][C:31](=[O:36])[CH:32]([CH3:35])[CH:33]=O.C([Sn](Cl)(Cl)CCCC)CCC.C1([SiH3])C=CC=CC=1. Product: [Cl:1][C:2]1[CH:27]=[CH:26][C:25]([Cl:28])=[CH:24][C:3]=1[O:4][C:5]1[C:10]([C:11]([N:13]2[C:22]3[C:17](=[CH:18][CH:19]=[CH:20][CH:21]=3)[N:16]([CH2:33][CH:32]([CH3:35])[C:31]([OH:36])=[O:30])[CH2:15][CH2:14]2)=[O:12])=[CH:9][C:8]([F:23])=[CH:7][N:6]=1. The catalyst class is: 90. (5) Reactant: [CH:1]1[C:10]2[C:5](=[CH:6][CH:7]=[CH:8][CH:9]=2)[CH:4]=[CH:3][C:2]=1[C:11](=O)[CH2:12][CH2:13][CH:14]=[CH2:15].C1COCC1.[CH:22]1([Mg]Cl)[CH:26]=[CH:25][CH:24]=[CH:23]1.Cl. Product: [CH:1]1[C:10]2[C:5](=[CH:6][CH:7]=[CH:8][CH:9]=2)[CH:4]=[CH:3][C:2]=1[C:11]([CH2:12][CH2:13][CH:14]=[CH2:15])=[C:22]1[CH:26]=[CH:25][CH:24]=[CH:23]1. The catalyst class is: 6. (6) Reactant: [CH2:1]([C:3]1[CH:4]=[C:5]([C:35]2[CH:40]=[CH:39][C:38]([C:41]([O:43]CC)=[O:42])=[CH:37][CH:36]=2)[CH:6]=[C:7]([NH:9][C:10]([N:12]2[CH2:34][CH2:33][C:15]3[N:16]=[C:17]([C:27]4[CH:28]=[N:29][CH:30]=[CH:31][CH:32]=4)[N:18]=[C:19]([C:20]4[CH:25]=[CH:24][CH:23]=[CH:22][C:21]=4[CH3:26])[C:14]=3[CH2:13]2)=[O:11])[CH:8]=1)[CH3:2].C1COCC1.CO.[Li+].[OH-]. Product: [CH2:1]([C:3]1[CH:4]=[C:5]([C:35]2[CH:36]=[CH:37][C:38]([C:41]([OH:43])=[O:42])=[CH:39][CH:40]=2)[CH:6]=[C:7]([NH:9][C:10]([N:12]2[CH2:34][CH2:33][C:15]3[N:16]=[C:17]([C:27]4[CH:28]=[N:29][CH:30]=[CH:31][CH:32]=4)[N:18]=[C:19]([C:20]4[CH:25]=[CH:24][CH:23]=[CH:22][C:21]=4[CH3:26])[C:14]=3[CH2:13]2)=[O:11])[CH:8]=1)[CH3:2]. The catalyst class is: 52. (7) Reactant: Cl.[CH3:2]N(C)CCCN=C=NCC.[C:13](=[S:15])=S.[CH2:16]([N:23]([CH2:28][C:29]1[CH:34]=[CH:33][CH:32]=[CH:31][CH:30]=1)[CH2:24][C@@H:25]([NH2:27])C)[C:17]1[CH:22]=[CH:21][CH:20]=[CH:19][CH:18]=1.[NH:35]1[CH2:40][CH2:39][CH:38]([N:41]2[C:45]3[CH:46]=[CH:47][CH:48]=[CH:49][C:44]=3[NH:43][C:42]2=[O:50])[CH2:37][CH2:36]1. Product: [CH2:28]([N:23]([CH2:16][C:17]1[CH:18]=[CH:19][CH:20]=[CH:21][CH:22]=1)[C@@H:24]([CH3:2])[CH2:25][NH:27][C:13]([N:35]1[CH2:36][CH2:37][CH:38]([N:41]2[C:45]3[CH:46]=[CH:47][CH:48]=[CH:49][C:44]=3[NH:43][C:42]2=[O:50])[CH2:39][CH2:40]1)=[S:15])[C:29]1[CH:30]=[CH:31][CH:32]=[CH:33][CH:34]=1. The catalyst class is: 10.